This data is from Full USPTO retrosynthesis dataset with 1.9M reactions from patents (1976-2016). The task is: Predict the reactants needed to synthesize the given product. (1) Given the product [Br:19][C:16]1[CH:17]=[CH:18][C:13]([N:10]2[CH2:11][CH2:12][C@@H:8]([NH2:7])[CH2:9]2)=[N:14][CH:15]=1, predict the reactants needed to synthesize it. The reactants are: C(OC(=O)[NH:7][C@@H:8]1[CH2:12][CH2:11][N:10]([C:13]2[CH:18]=[CH:17][C:16]([Br:19])=[CH:15][N:14]=2)[CH2:9]1)(C)(C)C.C(O)(C(F)(F)F)=O. (2) Given the product [Br-:1].[Br-:1].[CH2:2]([N+:12]1[C:21]2[C:16](=[CH:17][CH:18]=[CH:19][CH:20]=2)[CH:15]=[CH:14][CH:13]=1)[CH2:3][CH2:4][CH2:5][CH2:6][CH2:7][CH2:8][CH2:9][CH2:10][N+:12]1[C:21]2[C:16](=[CH:17][CH:18]=[CH:19][CH:20]=2)[CH:15]=[CH:14][CH:13]=1, predict the reactants needed to synthesize it. The reactants are: [Br:1][CH2:2][CH2:3][CH2:4][CH2:5][CH2:6][CH2:7][CH2:8][CH2:9][CH2:10]Br.[N:12]1[C:21]2[C:16](=[CH:17][CH:18]=[CH:19][CH:20]=2)[CH:15]=[CH:14][CH:13]=1. (3) Given the product [F:2][C:3]1[CH:4]=[CH:5][C:6]([C:9](=[O:23])[CH:10]([NH:22][C:35]([C:28]2[C:29]3[C:34](=[CH:33][CH:32]=[CH:31][CH:30]=3)[C:25]([CH3:24])=[CH:26][CH:27]=2)=[O:36])[CH2:11][C:12]2[CH:17]=[CH:16][C:15]([C:18]([F:21])([F:20])[F:19])=[CH:14][CH:13]=2)=[CH:7][CH:8]=1, predict the reactants needed to synthesize it. The reactants are: Cl.[F:2][C:3]1[CH:8]=[CH:7][C:6]([C:9](=[O:23])[CH:10]([NH2:22])[CH2:11][C:12]2[CH:17]=[CH:16][C:15]([C:18]([F:21])([F:20])[F:19])=[CH:14][CH:13]=2)=[CH:5][CH:4]=1.[CH3:24][C:25]1[C:34]2[C:29](=[CH:30][CH:31]=[CH:32][CH:33]=2)[C:28]([C:35](O)=[O:36])=[CH:27][CH:26]=1.Cl.C(N=C=NCCCN(C)C)C.ON1C2C=CC=CC=2N=N1.C1CCN2C(=NCCC2)CC1.Cl. (4) Given the product [CH3:1][O:2][C:3]1[CH:4]=[C:5]([CH:6]=[CH:22][C:21]([C:16]2[CH:17]=[CH:18][CH:19]=[CH:20][C:15]=2[N:14]([CH3:13])[CH3:24])=[O:23])[CH:8]=[C:9]([O:11][CH3:12])[CH:10]=1, predict the reactants needed to synthesize it. The reactants are: [CH3:1][O:2][C:3]1[CH:4]=[C:5]([CH:8]=[C:9]([O:11][CH3:12])[CH:10]=1)[CH:6]=O.[CH3:13][N:14]([CH3:24])[C:15]1[CH:20]=[CH:19][CH:18]=[CH:17][C:16]=1[C:21](=[O:23])[CH3:22]. (5) Given the product [NH2:16][C:14]1[CH:13]=[CH:12][N:11]=[C:10]([N:1]2[CH2:5][CH2:4][CH:3]([C:6]([OH:8])=[O:7])[CH2:2]2)[N:15]=1, predict the reactants needed to synthesize it. The reactants are: [NH:1]1[CH2:5][CH2:4][CH:3]([C:6]([OH:8])=[O:7])[CH2:2]1.Cl[C:10]1[N:15]=[C:14]([NH2:16])[CH:13]=[CH:12][N:11]=1. (6) Given the product [F:1][C:2]1[CH:7]=[CH:6][C:5]([C@H:8]([NH:10][C@H:11]2[CH2:15][CH2:14][C@@H:13]([C:16]3[CH:17]=[CH:18][C:19]([O:20][CH2:21][C:22]([N:35]4[CH2:36][CH2:37][N:32]([CH2:31][CH2:30][OH:29])[CH2:33][CH2:34]4)=[O:24])=[CH:25][CH:26]=3)[CH2:12]2)[CH3:9])=[CH:4][C:3]=1[O:27][CH3:28], predict the reactants needed to synthesize it. The reactants are: [F:1][C:2]1[CH:7]=[CH:6][C:5]([C@H:8]([NH:10][C@H:11]2[CH2:15][CH2:14][C@@H:13]([C:16]3[CH:26]=[CH:25][C:19]([O:20][CH2:21][C:22]([OH:24])=O)=[CH:18][CH:17]=3)[CH2:12]2)[CH3:9])=[CH:4][C:3]=1[O:27][CH3:28].[OH:29][CH2:30][CH2:31][N:32]1[CH2:37][CH2:36][NH:35][CH2:34][CH2:33]1. (7) Given the product [CH2:17]([N:16]([CH2:19][CH3:20])[CH2:15][CH2:14][N:13]1[C:12]2[CH:21]=[CH:22][C:23]([NH:25][C:39]([C:41]3[CH:45]=[CH:44][S:43][CH:42]=3)=[NH:40])=[CH:24][C:11]=2[N:10]=[C:9]1[CH2:8][C:7]1[CH:28]=[CH:29][C:4]([O:3][CH2:1][CH3:2])=[CH:5][CH:6]=1)[CH3:18], predict the reactants needed to synthesize it. The reactants are: [CH2:1]([O:3][C:4]1[CH:29]=[CH:28][C:7]([CH2:8][C:9]2[N:13]([CH2:14][CH2:15][N:16]([CH2:19][CH3:20])[CH2:17][CH3:18])[C:12]3[CH:21]=[CH:22][C:23]([N+:25]([O-])=O)=[CH:24][C:11]=3[N:10]=2)=[CH:6][CH:5]=1)[CH3:2].Br.C(S[C:39]([C:41]1[CH:45]=[CH:44][S:43][CH:42]=1)=[NH:40])C1C=CC=CC=1. (8) Given the product [C:24]([CH:6]([C:1]([O:3][CH2:4][CH3:5])=[O:2])[CH2:7][C:8]1[CH:9]=[C:10]([C:19]([O:21][CH2:22][CH3:23])=[O:20])[C:11](=[O:18])[N:12]2[C:17]=1[CH:16]=[CH:15][CH:14]=[CH:13]2)([O:26][CH2:27][CH3:28])=[O:25], predict the reactants needed to synthesize it. The reactants are: [C:1]([C:6]([C:24]([O:26][CH2:27][CH3:28])=[O:25])=[CH:7][C:8]1[CH:9]=[C:10]([C:19]([O:21][CH2:22][CH3:23])=[O:20])[C:11](=[O:18])[N:12]2[C:17]=1[CH:16]=[CH:15][CH:14]=[CH:13]2)([O:3][CH2:4][CH3:5])=[O:2].[BH3-]C#N.[Na+].O. (9) Given the product [Cl:8][CH:9]([CH3:37])[CH:10]([NH:22][C:23]([CH:25]1[CH2:31][CH2:30][CH:29]([CH2:32][CH2:33][CH2:34][C:35]#[N:36])[CH2:28][CH2:27][N:26]1[CH2:48][C:49]1[O:50][C:51](=[O:55])[O:52][C:53]=1[CH3:54])=[O:24])[CH:11]1[CH:16]([OH:17])[CH:15]([OH:18])[CH:14]([OH:19])[CH:13]([S:20][CH3:21])[O:12]1, predict the reactants needed to synthesize it. The reactants are: N1C=CC=CC=C1.[Cl:8][CH:9]([CH3:37])[CH:10]([NH:22][C:23]([CH:25]1[CH2:31][CH2:30][CH:29]([CH2:32][CH2:33][CH2:34][C:35]#[N:36])[CH2:28][CH2:27][NH:26]1)=[O:24])[CH:11]1[CH:16]([OH:17])[CH:15]([OH:18])[CH:14]([OH:19])[CH:13]([S:20][CH3:21])[O:12]1.CCN(C(C)C)C(C)C.Br[CH2:48][C:49]1[O:50][C:51](=[O:55])[O:52][C:53]=1[CH3:54]. (10) The reactants are: Cl.C([O:6][C:7](=[O:20])[CH2:8][N:9]1[C:13]([C:14]([O:16][CH2:17][CH3:18])=[O:15])=[CH:12][C:11]([CH3:19])=[N:10]1)(C)(C)C. Given the product [CH2:17]([O:16][C:14]([C:13]1[N:9]([CH2:8][C:7]([OH:20])=[O:6])[N:10]=[C:11]([CH3:19])[CH:12]=1)=[O:15])[CH3:18], predict the reactants needed to synthesize it.